Dataset: Catalyst prediction with 721,799 reactions and 888 catalyst types from USPTO. Task: Predict which catalyst facilitates the given reaction. (1) Reactant: [NH2:1][NH2:2].C([O:5][C:6]([CH:8]([CH:13]1[CH2:18][CH2:17][N:16]([C:19]([O:21][CH2:22][C:23]2[CH:28]=[CH:27][CH:26]=[CH:25][CH:24]=2)=[O:20])[CH2:15][CH2:14]1)[CH2:9][C:10](=O)[CH3:11])=O)C. Product: [CH3:11][C:10]1[CH2:9][CH:8]([CH:13]2[CH2:18][CH2:17][N:16]([C:19]([O:21][CH2:22][C:23]3[CH:28]=[CH:27][CH:26]=[CH:25][CH:24]=3)=[O:20])[CH2:15][CH2:14]2)[C:6](=[O:5])[NH:1][N:2]=1. The catalyst class is: 15. (2) Reactant: [NH2:1][C@H:2]1[C:5]([CH3:7])([CH3:6])[N:4]([OH:8])[C:3]1=[O:9].C(N(CC)CC)C.Cl[C:18](=[O:55])/[C:19](=[N:45]\[O:46][CH2:47][C:48]([O:50][C:51]([CH3:54])([CH3:53])[CH3:52])=[O:49])/[C:20]1[N:21]=[C:22]([NH:25][C:26]([C:39]2[CH:44]=[CH:43][CH:42]=[CH:41][CH:40]=2)([C:33]2[CH:38]=[CH:37][CH:36]=[CH:35][CH:34]=2)[C:27]2[CH:32]=[CH:31][CH:30]=[CH:29][CH:28]=2)[S:23][CH:24]=1. Product: [OH:8][N:4]1[C:3](=[O:9])[C@@H:2]([NH:1][C:18](=[O:55])/[C:19](=[N:45]\[O:46][CH2:47][C:48]([O:50][C:51]([CH3:53])([CH3:52])[CH3:54])=[O:49])/[C:20]2[N:21]=[C:22]([NH:25][C:26]([C:33]3[CH:34]=[CH:35][CH:36]=[CH:37][CH:38]=3)([C:39]3[CH:44]=[CH:43][CH:42]=[CH:41][CH:40]=3)[C:27]3[CH:28]=[CH:29][CH:30]=[CH:31][CH:32]=3)[S:23][CH:24]=2)[C:5]1([CH3:7])[CH3:6]. The catalyst class is: 1. (3) Reactant: [Na].[CH3:2][O:3][C:4]1[CH:9]=[CH:8][C:7]([CH2:10][SH:11])=[CH:6][CH:5]=1.Cl[CH2:13][CH2:14][O:15][CH2:16][CH2:17][O:18][CH2:19][C:20]([OH:22])=[O:21]. Product: [CH3:2][O:3][C:4]1[CH:9]=[CH:8][C:7]([CH2:10][S:11][CH2:13][CH2:14][O:15][CH2:16][CH2:17][O:18][CH2:19][C:20]([OH:22])=[O:21])=[CH:6][CH:5]=1. The catalyst class is: 8.